The task is: Predict the reactants needed to synthesize the given product.. This data is from Full USPTO retrosynthesis dataset with 1.9M reactions from patents (1976-2016). (1) Given the product [CH2:46]([N:42]1[C@H:43]([CH3:45])[CH2:44][C@H:40]([CH2:39][N:24]2[C:25]3[C:21](=[CH:20][C:19]([C:17]4[CH:16]=[N:15][N:14]([CH:9]5[CH2:10][CH2:11][CH2:12][CH2:13][O:8]5)[CH:18]=4)=[CH:27][CH:26]=3)[CH:22]=[N:23]2)[CH2:41]1)[C:47]1[CH:52]=[CH:51][CH:50]=[CH:49][CH:48]=1, predict the reactants needed to synthesize it. The reactants are: [H-].[Na+].CN(C=O)C.[O:8]1[CH2:13][CH2:12][CH2:11][CH2:10][CH:9]1[N:14]1[CH:18]=[C:17]([C:19]2[CH:20]=[C:21]3[C:25](=[CH:26][CH:27]=2)[NH:24][N:23]=[CH:22]3)[CH:16]=[N:15]1.CC1C=CC(S(O[CH2:39][C@H:40]2[CH2:44][C@@H:43]([CH3:45])[N:42]([CH2:46][C:47]3[CH:52]=[CH:51][CH:50]=[CH:49][CH:48]=3)[CH2:41]2)(=O)=O)=CC=1. (2) Given the product [CH3:33][C@@H:34]1[CH2:40][N:39]([C:6]([C:2]2([CH3:1])[CH2:3][CH2:4][CH2:5]2)=[O:8])[CH2:38][C:37]2[CH:41]=[CH:42][C:43]([C:45]([O:47][CH3:48])=[O:46])=[CH:44][C:36]=2[O:35]1, predict the reactants needed to synthesize it. The reactants are: [CH3:1][C:2]1([C:6]([OH:8])=O)[CH2:5][CH2:4][CH2:3]1.CN(C(ON1N=NC2C=CC=NC1=2)=[N+](C)C)C.F[P-](F)(F)(F)(F)F.[CH3:33][C@@H:34]1[CH2:40][NH:39][CH2:38][C:37]2[CH:41]=[CH:42][C:43]([C:45]([O:47][CH3:48])=[O:46])=[CH:44][C:36]=2[O:35]1.CCN(C(C)C)C(C)C. (3) Given the product [Cl:15][C:16]1[CH:17]=[C:18]([C:22]#[C:23][C:24]([N:6]([CH3:5])[CH2:7][CH2:8][C:9]2[CH:14]=[CH:13][CH:12]=[CH:11][CH:10]=2)=[O:26])[CH:19]=[CH:20][CH:21]=1, predict the reactants needed to synthesize it. The reactants are: C(Cl)CCl.[CH3:5][NH:6][CH2:7][CH2:8][C:9]1[CH:14]=[CH:13][CH:12]=[CH:11][CH:10]=1.[Cl:15][C:16]1[CH:17]=[C:18]([C:22]#[C:23][C:24]([OH:26])=O)[CH:19]=[CH:20][CH:21]=1.